From a dataset of Full USPTO retrosynthesis dataset with 1.9M reactions from patents (1976-2016). Predict the reactants needed to synthesize the given product. (1) Given the product [CH2:29]([N:17]([C@H:14]([CH2:15][OH:16])[CH2:13][C:64]1[CH:63]=[CH:62][C:61]([C:67](=[O:69])[CH3:68])=[CH:66][CH:65]=1)[CH2:18][C@H:19]([OH:28])[CH2:20][O:21][C:22]1[CH:27]=[CH:26][CH:25]=[CH:24][CH:23]=1)[C:30]1[CH:35]=[CH:34][CH:33]=[CH:32][CH:31]=1, predict the reactants needed to synthesize it. The reactants are: FC(F)(F)S(OC1C=CC([CH2:13][C@H:14]([N:17]([CH2:29][C:30]2[CH:35]=[CH:34][CH:33]=[CH:32][CH:31]=2)[CH2:18][C@H:19]([OH:28])[CH2:20][O:21][C:22]2[CH:27]=[CH:26][CH:25]=[CH:24][CH:23]=2)[CH2:15][OH:16])=CC=1)(=O)=O.[C:61]1(P([C:61]2[CH:66]=[CH:65][CH:64]=[CH:63][CH:62]=2)CCCP([C:61]2[CH:66]=[CH:65][CH:64]=[CH:63][CH:62]=2)[C:61]2[CH:66]=[CH:65][CH:64]=[CH:63][CH:62]=2)[CH:66]=[CH:65][CH:64]=[CH:63][CH:62]=1.[CH:67]([O:69]CCCC)=[CH2:68].Cl. (2) Given the product [C:63]1([C:66]#[C:26][C:20]2[CH:21]=[CH:22][CH:23]=[CH:24][CH:25]=2)[CH:62]=[CH:61][CH:60]=[CH:65][CH:64]=1, predict the reactants needed to synthesize it. The reactants are: [C:20]1([B-]([C:20]2[CH:25]=[CH:24][CH:23]=[CH:22][CH:21]=2)([C:20]2[CH:25]=[CH:24][CH:23]=[CH:22][CH:21]=2)[C:26]2C=CC=C[CH:26]=2)[CH:25]=[CH:24][CH:23]=[CH:22][CH:21]=1.[C:26]([PH+](C(C)(C)C)C(C)(C)C)(C)(C)C.[C:63]1([CH3:66])[CH:64]=[CH:65][C:60]([B-]([C:60]2[CH:65]=[CH:64][C:63]([CH3:66])=[CH:62][CH:61]=2)([C:60]2[CH:65]=[CH:64][C:63]([CH3:66])=[CH:62][CH:61]=2)[C:60]2[CH:65]=[CH:64][C:63]([CH3:66])=[CH:62][CH:61]=2)=[CH:61][CH:62]=1.C([PH+](C(C)(C)C)C(C)(C)C)(C)(C)C.C(P(C(C)(C)C)C(C)(C)C)(C)(C)C. (3) Given the product [CH3:1][S:2]([O:5][CH2:6][CH2:7][N:8]([CH2:33][CH2:34][Cl:35])[C:9]1[C:10]([N+:30]([O-:32])=[O:31])=[CH:11][C:12]([N+:27]([O-:29])=[O:28])=[CH:13][C:14]=1[C:15]([NH:17][CH2:18][CH2:19][OH:20])=[O:16])(=[O:3])=[O:4], predict the reactants needed to synthesize it. The reactants are: [CH3:1][S:2]([O:5][CH2:6][CH2:7][N:8]([CH2:33][CH2:34][Cl:35])[C:9]1[C:14]([C:15]([NH:17][CH2:18][CH2:19][O:20]C2CCCCO2)=[O:16])=[CH:13][C:12]([N+:27]([O-:29])=[O:28])=[CH:11][C:10]=1[N+:30]([O-:32])=[O:31])(=[O:4])=[O:3].